From a dataset of Full USPTO retrosynthesis dataset with 1.9M reactions from patents (1976-2016). Predict the reactants needed to synthesize the given product. (1) Given the product [C:1]([O:5][C:6]([N:8]1[CH2:9][CH2:10][CH:11]([C:14]2[N:18]=[C:17]([CH2:19][O:20][S:22]([CH3:21])(=[O:24])=[O:23])[O:16][N:15]=2)[CH2:12][CH2:13]1)=[O:7])([CH3:4])([CH3:2])[CH3:3], predict the reactants needed to synthesize it. The reactants are: [C:1]([O:5][C:6]([N:8]1[CH2:13][CH2:12][CH:11]([C:14]2[N:18]=[C:17]([CH2:19][OH:20])[O:16][N:15]=2)[CH2:10][CH2:9]1)=[O:7])([CH3:4])([CH3:3])[CH3:2].[CH3:21][S:22](Cl)(=[O:24])=[O:23].C(N(CC)CC)C. (2) Given the product [CH:1]1([N:6]2[CH2:12][C:11]([F:13])([F:14])[C:10](=[O:15])[N:9]([CH2:16][CH3:17])[C:8]3[CH:18]=[N:19][C:20]([NH:22][C:23]4[CH:31]=[CH:30][C:26]([C:27]([NH2:42])=[O:28])=[CH:25][C:24]=4[O:32][CH3:33])=[N:21][C:7]2=3)[CH2:5][CH2:4][CH2:3][CH2:2]1, predict the reactants needed to synthesize it. The reactants are: [CH:1]1([N:6]2[CH2:12][C:11]([F:14])([F:13])[C:10](=[O:15])[N:9]([CH2:16][CH3:17])[C:8]3[CH:18]=[N:19][C:20]([NH:22][C:23]4[CH:31]=[CH:30][C:26]([C:27](O)=[O:28])=[CH:25][C:24]=4[O:32][CH3:33])=[N:21][C:7]2=3)[CH2:5][CH2:4][CH2:3][CH2:2]1.F[P-](F)(F)(F)(F)F.C[N:42](C(N(C)C)=[N+]1C2C(=NC=CC=2)[N+]([O-])=N1)C.C(N(C(C)C)CC)(C)C.[Cl-].[NH4+]. (3) The reactants are: C([O:4][CH2:5][C:6]1[C:11]([N:12]2[CH2:24][CH2:23][N:15]3[C:16]4[CH2:17][CH2:18][CH2:19][CH2:20][C:21]=4[CH:22]=[C:14]3[C:13]2=[O:25])=[CH:10][C:9]([F:26])=[CH:8][C:7]=1[C:27]1[CH:32]=[C:31]([NH:33][C:34]2[CH:39]=[CH:38][C:37]([N:40]3[CH2:45][CH2:44][N:43]([CH3:46])[C@@H:42]([CH3:47])[CH2:41]3)=[CH:36][N:35]=2)[C:30](=[O:48])[N:29]([CH3:49])[CH:28]=1)(=O)C.[OH-].[Li+]. Given the product [CH3:47][C@@H:42]1[N:43]([CH3:46])[CH2:44][CH2:45][N:40]([C:37]2[CH:38]=[CH:39][C:34]([NH:33][C:31]3[C:30](=[O:48])[N:29]([CH3:49])[CH:28]=[C:27]([C:7]4[C:6]([CH2:5][OH:4])=[C:11]([N:12]5[CH2:24][CH2:23][N:15]6[C:16]7[CH2:17][CH2:18][CH2:19][CH2:20][C:21]=7[CH:22]=[C:14]6[C:13]5=[O:25])[CH:10]=[C:9]([F:26])[CH:8]=4)[CH:32]=3)=[N:35][CH:36]=2)[CH2:41]1, predict the reactants needed to synthesize it.